This data is from Forward reaction prediction with 1.9M reactions from USPTO patents (1976-2016). The task is: Predict the product of the given reaction. Given the reactants O=[C:2]1[CH2:7][CH2:6][N:5]([C:8]2[CH:15]=[CH:14][C:11]([C:12]#[N:13])=[CH:10][CH:9]=2)[CH2:4][CH2:3]1.Cl.[CH3:17][NH:18][CH3:19].[BH3-]C#N.[Na+].Cl, predict the reaction product. The product is: [CH3:17][N:18]([CH3:19])[CH:2]1[CH2:7][CH2:6][N:5]([C:8]2[CH:15]=[CH:14][C:11]([C:12]#[N:13])=[CH:10][CH:9]=2)[CH2:4][CH2:3]1.